From a dataset of Full USPTO retrosynthesis dataset with 1.9M reactions from patents (1976-2016). Predict the reactants needed to synthesize the given product. (1) The reactants are: Cl[C:2]1[CH:7]=[CH:6][C:5]([N+:8]([O-:10])=[O:9])=[CH:4][N:3]=1.[C:11]([N:18]1[CH2:22][C@H:21]([NH2:23])[CH2:20][CH2:19]1)([O:13][C:14]([CH3:17])([CH3:16])[CH3:15])=[O:12]. Given the product [N+:8]([C:5]1[CH:6]=[CH:7][C:2]([NH:23][C@@H:21]2[CH2:20][CH2:19][N:18]([C:11]([O:13][C:14]([CH3:17])([CH3:16])[CH3:15])=[O:12])[CH2:22]2)=[N:3][CH:4]=1)([O-:10])=[O:9], predict the reactants needed to synthesize it. (2) Given the product [OH:1][C:2]1[C:3]([NH:11][C:18](=[O:25])[C:19]2[CH:24]=[CH:23][CH:22]=[N:21][CH:20]=2)=[C:4]([CH:8]=[CH:9][CH:10]=1)[C:5]([OH:7])=[O:6], predict the reactants needed to synthesize it. The reactants are: [OH:1][C:2]1[CH:10]=[CH:9][CH:8]=[C:4]([C:5]([OH:7])=[O:6])[C:3]=1[NH2:11].N1C=CC=CC=1.[C:18](Cl)(=[O:25])[C:19]1[CH:24]=[CH:23][CH:22]=[N:21][CH:20]=1. (3) The reactants are: [CH3:1][C:2]1[N:3]=[C:4]([CH3:33])[N:5]2[C:10]=1[C:9]([O:11][C:12]1[CH:17]=[C:16]([O:18][CH3:19])[C:15]([O:20][CH3:21])=[C:14]([O:22][CH3:23])[CH:13]=1)=[N:8][C:7]([C:24]1[CH:29]=[CH:28][CH:27]=[C:26]([N+:30]([O-])=O)[CH:25]=1)=[N:6]2. Given the product [CH3:1][C:2]1[N:3]=[C:4]([CH3:33])[N:5]2[C:10]=1[C:9]([O:11][C:12]1[CH:17]=[C:16]([O:18][CH3:19])[C:15]([O:20][CH3:21])=[C:14]([O:22][CH3:23])[CH:13]=1)=[N:8][C:7]([C:24]1[CH:25]=[C:26]([CH:27]=[CH:28][CH:29]=1)[NH2:30])=[N:6]2, predict the reactants needed to synthesize it. (4) Given the product [Br:18][C:19]1[CH:27]=[N:26][CH:25]=[CH:24][C:20]=1[C:21]([N:5]([CH2:4][CH:1]1[CH2:3][CH2:2]1)[CH2:6][CH2:7][C:8]1[CH:13]=[CH:12][C:11]([O:14][CH3:15])=[C:10]([O:16][CH3:17])[CH:9]=1)=[O:22], predict the reactants needed to synthesize it. The reactants are: [CH:1]1([CH2:4][NH:5][CH2:6][CH2:7][C:8]2[CH:13]=[CH:12][C:11]([O:14][CH3:15])=[C:10]([O:16][CH3:17])[CH:9]=2)[CH2:3][CH2:2]1.[Br:18][C:19]1[CH:27]=[N:26][CH:25]=[CH:24][C:20]=1[C:21](O)=[O:22]. (5) The reactants are: C(=O)([O-])[O-].[K+].[K+].[CH3:7][O:8][CH2:9][CH2:10][NH:11][CH2:12][CH2:13][O:14][CH3:15].CN(C=O)C.Cl[C:22]1[CH:27]=[CH:26][C:25]([N+:28]([O-:30])=[O:29])=[CH:24][N:23]=1. Given the product [CH3:7][O:8][CH2:9][CH2:10][N:11]([CH2:12][CH2:13][O:14][CH3:15])[C:22]1[CH:27]=[CH:26][C:25]([N+:28]([O-:30])=[O:29])=[CH:24][N:23]=1, predict the reactants needed to synthesize it. (6) Given the product [C:8]1([C:14]2[N:15]=[CH:16][NH:17][C:18]=2/[CH:19]=[CH:1]/[C:2]2[CH:7]=[CH:6][N:5]=[CH:4][N:3]=2)[CH:9]=[CH:10][CH:11]=[CH:12][CH:13]=1, predict the reactants needed to synthesize it. The reactants are: [CH3:1][C:2]1[CH:7]=[CH:6][N:5]=[CH:4][N:3]=1.[C:8]1([C:14]2[N:15]=[CH:16][NH:17][C:18]=2[CH:19]=O)[CH:13]=[CH:12][CH:11]=[CH:10][CH:9]=1. (7) Given the product [NH2:1][C@@H:2]([CH2:7][CH2:8][CH:9]([CH2:14][C:15]1[CH:20]=[CH:19][C:18]([O:21][CH2:22][F:23])=[CH:17][CH:16]=1)[C:10]([OH:12])=[O:11])[C:3]([OH:5])=[O:4], predict the reactants needed to synthesize it. The reactants are: [NH2:1][C@@H:2]([CH2:7][CH2:8][CH:9]([CH2:14][C:15]1[CH:20]=[CH:19][C:18]([O:21][CH2:22][F:23])=[CH:17][CH:16]=1)[C:10]([O:12]C)=[O:11])[C:3]([O:5]C)=[O:4].O1CCCC1. (8) Given the product [C:16]([C:20]1[CH:34]=[CH:33][C:23]([C:24]([N:26]2[CH2:31][CH2:30][C:29]3([CH2:9][C:8](=[O:10])[C:3]4[C:2](=[CH:7][CH:6]=[CH:5][CH:4]=4)[O:1]3)[CH2:28][CH2:27]2)=[O:25])=[CH:22][C:21]=1[O:35][CH3:36])([CH3:19])([CH3:17])[CH3:18], predict the reactants needed to synthesize it. The reactants are: [OH:1][C:2]1[CH:7]=[CH:6][CH:5]=[CH:4][C:3]=1[C:8](=[O:10])[CH3:9].N1CCCC1.[C:16]([C:20]1[CH:34]=[CH:33][C:23]([C:24]([N:26]2[CH2:31][CH2:30][C:29](=O)[CH2:28][CH2:27]2)=[O:25])=[CH:22][C:21]=1[O:35][CH3:36])([CH3:19])([CH3:18])[CH3:17]. (9) Given the product [CH:8]12[CH2:7][CH:6]([CH:10]=[CH:9]1)[CH2:5][CH:4]2[CH:3]=[O:12], predict the reactants needed to synthesize it. The reactants are: C1[CH:5]2[CH:6]3[CH:10]=[CH:9][CH:8]([CH:4]2[CH:3]=C1)[CH2:7]3.C(C=C)=[O:12]. (10) Given the product [C:1]([O:4][CH:5]1[CH2:22][CH2:21][C:20]2([CH3:23])[CH:7]([CH2:8][CH2:9][C:10]3([CH3:41])[CH:19]2[CH2:18][CH2:17][CH:16]2[C:11]3([CH3:40])[CH2:12][CH2:13][C:14]3([C:30]([O:32][CH2:33][C:34]4[CH:35]=[CH:36][CH:37]=[CH:38][CH:39]=4)=[O:31])[CH2:26][CH2:25][CH:24]([C:27]4([CH3:44])[CH2:29][CH2:28]4)[CH:15]32)[C:6]1([CH3:43])[CH3:42])(=[O:3])[CH3:2], predict the reactants needed to synthesize it. The reactants are: [C:1]([O:4][CH:5]1[CH2:22][CH2:21][C:20]2([CH3:23])[CH:7]([CH2:8][CH2:9][C:10]3([CH3:41])[CH:19]2[CH2:18][CH2:17][CH:16]2[C:11]3([CH3:40])[CH2:12][CH2:13][C:14]3([C:30]([O:32][CH2:33][C:34]4[CH:39]=[CH:38][CH:37]=[CH:36][CH:35]=4)=[O:31])[CH2:26][CH2:25][CH:24]([C:27]([CH3:29])=[CH2:28])[CH:15]32)[C:6]1([CH3:43])[CH3:42])(=[O:3])[CH3:2].[CH2:44]([Zn]CC)C.ICI.